Task: Predict the reaction yield, written as a fraction of the theoretical maximum amount of product (1.0 means a 100% yield; for example, 0.34 means a 34% yield).. Dataset: Reaction yield outcomes from USPTO patents with 853,638 reactions The reactants are CO[C:3]([C:5]1[N:6]=[CH:7][C:8]2[N:9]([CH:20]=[N:21][CH:22]=2)[C:10]=1[NH:11][C:12]1[CH:17]=[CH:16][C:15]([I:18])=[CH:14][C:13]=1[F:19])=[O:4].[CH3:23][NH2:24].C1COCC1. The catalyst is CO.C(OCC)(=O)C. The product is [F:19][C:13]1[CH:14]=[C:15]([I:18])[CH:16]=[CH:17][C:12]=1[NH:11][C:10]1[N:9]2[CH:20]=[N:21][CH:22]=[C:8]2[CH:7]=[N:6][C:5]=1[C:3]([NH:24][CH3:23])=[O:4]. The yield is 0.448.